This data is from HIV replication inhibition screening data with 41,000+ compounds from the AIDS Antiviral Screen. The task is: Binary Classification. Given a drug SMILES string, predict its activity (active/inactive) in a high-throughput screening assay against a specified biological target. (1) The compound is Oc1ccc(S)cc1CNc1ccccc1. The result is 0 (inactive). (2) The compound is N#Cc1nc(-c2cc([N+](=O)[O-])cc([N+](=O)[O-])c2)oc1N. The result is 0 (inactive). (3) The compound is CCN1CC2(COC)CCC(OC(=O)c3ccc(OC)cc3)C34C5CC6C(OC)CC(OC(C)=O)(C5C6OC(C)=O)C(C(OC)C23)C14. The result is 0 (inactive). (4) The compound is C=C(CS(=O)(=O)c1ccccc1)[P+](c1ccccc1)(c1ccccc1)c1ccccc1.[I-]. The result is 0 (inactive). (5) The molecule is O=c1[nH]nc(Cc2ccccc2)n1CCO. The result is 0 (inactive).